Dataset: NCI-60 drug combinations with 297,098 pairs across 59 cell lines. Task: Regression. Given two drug SMILES strings and cell line genomic features, predict the synergy score measuring deviation from expected non-interaction effect. Drug 1: CC1OCC2C(O1)C(C(C(O2)OC3C4COC(=O)C4C(C5=CC6=C(C=C35)OCO6)C7=CC(=C(C(=C7)OC)O)OC)O)O. Drug 2: CC1=C(C(=CC=C1)Cl)NC(=O)C2=CN=C(S2)NC3=CC(=NC(=N3)C)N4CCN(CC4)CCO. Cell line: SK-OV-3. Synergy scores: CSS=23.9, Synergy_ZIP=0.917, Synergy_Bliss=3.82, Synergy_Loewe=0.316, Synergy_HSA=7.54.